Dataset: Full USPTO retrosynthesis dataset with 1.9M reactions from patents (1976-2016). Task: Predict the reactants needed to synthesize the given product. (1) Given the product [NH2:2][CH2:1][C:3]1[CH:4]=[C:5]2[C:9](=[CH:10][CH:11]=1)[N:8]([C:12]1[CH:13]=[CH:14][C:15]([F:18])=[CH:16][CH:17]=1)[CH:7]=[C:6]2[CH:19]1[CH2:20][CH2:21][N:22]([CH2:25][CH2:26][N:27]2[CH2:31][CH2:30][NH:29][C:28]2=[O:32])[CH2:23][CH2:24]1, predict the reactants needed to synthesize it. The reactants are: [C:1]([C:3]1[CH:4]=[C:5]2[C:9](=[CH:10][CH:11]=1)[N:8]([C:12]1[CH:17]=[CH:16][C:15]([F:18])=[CH:14][CH:13]=1)[CH:7]=[C:6]2[C:19]1[CH2:20][CH2:21][N:22]([CH2:25][CH2:26][N:27]2[CH2:31][CH2:30][NH:29][C:28]2=[O:32])[CH2:23][CH:24]=1)#[N:2].[OH-].[NH4+]. (2) Given the product [NH2:22][C:21]1[C:18](=[N:17][NH:16][C:11]2[CH:12]=[CH:13][CH:14]=[CH:15][C:10]=2[S:7]([C:1]2[CH:6]=[CH:5][CH:4]=[CH:3][CH:2]=2)(=[O:8])=[O:44])[C:19]([NH2:20])=[N:46][N:45]=1, predict the reactants needed to synthesize it. The reactants are: [C:1]1([S:7]([C:10]2[CH:15]=[CH:14][CH:13]=[CH:12][C:11]=2[NH:16][N:17]=[C:18]([C:21]#[N:22])[C:19]#[N:20])(=O)=[O:8])[CH:6]=[CH:5][CH:4]=[CH:3][CH:2]=1.C1(S(C2C=CC=CC=2N)(=O)=O)C=CC=CC=1.C(#N)CC#N.[OH2:44].[NH2:45][NH2:46]. (3) Given the product [OH:15][C:16]1[CH:24]=[CH:23][CH:22]=[C:21]([OH:25])[C:17]=1[C:18]([NH:13][CH2:12][CH2:11][C:8]1[C:4]2[C:3](=[CH:2][CH:1]=[C:6]([OH:7])[CH:5]=2)[NH:10][CH:9]=1)=[O:19], predict the reactants needed to synthesize it. The reactants are: [CH:1]1[C:6]([OH:7])=[CH:5][C:4]2[C:8]([CH2:11][CH2:12][NH2:13])=[CH:9][NH:10][C:3]=2[CH:2]=1.Cl.[OH:15][C:16]1[CH:24]=[CH:23][CH:22]=[C:21]([OH:25])[C:17]=1[C:18](O)=[O:19].C(N(CC)CC)C.O.ON1C2C=CC=CC=2N=N1.C(N=C=NCCCN(C)C)C. (4) The reactants are: [Si]([O:8][C:9]1[CH:14]=[CH:13][C:12]([N:15]2[CH2:18][CH:17]([O:19][CH2:20][CH2:21][O:22][CH:23]3[CH2:28][CH2:27][CH2:26][CH2:25][O:24]3)[CH2:16]2)=[CH:11][CH:10]=1)(C(C)(C)C)(C)C.[F-].C([N+](CCCC)(CCCC)CCCC)CCC.O1CCCC1.O. Given the product [O:24]1[CH2:25][CH2:26][CH2:27][CH2:28][CH:23]1[O:22][CH2:21][CH2:20][O:19][CH:17]1[CH2:18][N:15]([C:12]2[CH:11]=[CH:10][C:9]([OH:8])=[CH:14][CH:13]=2)[CH2:16]1, predict the reactants needed to synthesize it.